This data is from Peptide-MHC class II binding affinity with 134,281 pairs from IEDB. The task is: Regression. Given a peptide amino acid sequence and an MHC pseudo amino acid sequence, predict their binding affinity value. This is MHC class II binding data. (1) The peptide sequence is EKVDAAFKVAATAAN. The MHC is DRB3_0101 with pseudo-sequence DRB3_0101. The binding affinity (normalized) is 0.355. (2) The peptide sequence is ASPMLYQLLEAVYGN. The MHC is HLA-DQA10101-DQB10501 with pseudo-sequence HLA-DQA10101-DQB10501. The binding affinity (normalized) is 0.368. (3) The peptide sequence is YDKFLANVSTVLTKK. The MHC is DRB3_0202 with pseudo-sequence DRB3_0202. The binding affinity (normalized) is 1.00. (4) The peptide sequence is MTDPHAMRDMAGRFE. The MHC is HLA-DQA10301-DQB10302 with pseudo-sequence HLA-DQA10301-DQB10302. The binding affinity (normalized) is 0.209. (5) The peptide sequence is AITAMSEAQKAAKPA. The MHC is DRB1_0405 with pseudo-sequence DRB1_0405. The binding affinity (normalized) is 0.0990. (6) The MHC is HLA-DQA10102-DQB10602 with pseudo-sequence HLA-DQA10102-DQB10602. The peptide sequence is NFRFLTEKGMKNVFD. The binding affinity (normalized) is 0.0909. (7) The peptide sequence is EIGWEAGTAAPDEIP. The MHC is DRB1_0405 with pseudo-sequence DRB1_0405. The binding affinity (normalized) is 0.235.